From a dataset of Full USPTO retrosynthesis dataset with 1.9M reactions from patents (1976-2016). Predict the reactants needed to synthesize the given product. (1) Given the product [Cl:13][C:14]1[CH:22]=[CH:21][CH:20]=[C:19]([C:23]([F:25])([F:26])[F:24])[C:15]=1[C:16]([N:6]1[C:7]2[C:8](=[N:9][CH:10]=[CH:11][CH:12]=2)[C:4]([I:3])=[N:5]1)=[O:17], predict the reactants needed to synthesize it. The reactants are: [H-].[Na+].[I:3][C:4]1[C:8]2=[N:9][CH:10]=[CH:11][CH:12]=[C:7]2[NH:6][N:5]=1.[Cl:13][C:14]1[CH:22]=[CH:21][CH:20]=[C:19]([C:23]([F:26])([F:25])[F:24])[C:15]=1[C:16](Cl)=[O:17]. (2) Given the product [Cl:14][C:10]1[CH:9]=[C:8]([NH:7][C:4]2[C:3]([C:15]#[N:16])=[C:2]([NH:1][CH2:20][C:19]3[C:18]([Cl:17])=[N:25][CH:24]=[CH:23][CH:22]=3)[NH:6][N:5]=2)[CH:13]=[CH:12][CH:11]=1, predict the reactants needed to synthesize it. The reactants are: [NH2:1][C:2]1[NH:6][N:5]=[C:4]([NH:7][C:8]2[CH:13]=[CH:12][CH:11]=[C:10]([Cl:14])[CH:9]=2)[C:3]=1[C:15]#[N:16].[Cl:17][C:18]1[N:25]=[CH:24][CH:23]=[CH:22][C:19]=1[CH:20]=O.N1CCCCC1.[BH4-].[Na+].